This data is from Full USPTO retrosynthesis dataset with 1.9M reactions from patents (1976-2016). The task is: Predict the reactants needed to synthesize the given product. (1) Given the product [CH3:14][C:13]1[N:16]=[C:17]([NH2:19])[S:18][C:12]=1[C:9]1[CH:10]=[CH:11][C:6]([N:1]2[CH:5]=[CH:4][CH:3]=[N:2]2)=[CH:7][CH:8]=1, predict the reactants needed to synthesize it. The reactants are: [N:1]1([C:6]2[CH:11]=[CH:10][C:9]([CH2:12][C:13](=O)[CH3:14])=[CH:8][CH:7]=2)[CH:5]=[CH:4][CH:3]=[N:2]1.[NH2:16][C:17]([NH2:19])=[S:18].II.CCO. (2) Given the product [Cl:1][C:2]1[N:10]=[C:9]2[C:5]([N:6]=[CH:7][N:8]2[CH:11]2[CH2:15][CH2:14][O:13][CH2:12]2)=[C:4]([NH:24][CH2:17][C:18]2[CH:23]=[CH:22][CH:21]=[CH:20][CH:19]=2)[N:3]=1, predict the reactants needed to synthesize it. The reactants are: [Cl:1][C:2]1[N:10]=[C:9]2[C:5]([N:6]=[CH:7][N:8]2[CH:11]2[CH2:15][CH2:14][O:13][CH2:12]2)=[C:4](Cl)[N:3]=1.[CH2:17]([NH2:24])[C:18]1[CH:23]=[CH:22][CH:21]=[CH:20][CH:19]=1. (3) Given the product [CH3:7][C:6]1[CH2:5][CH2:4][C:3](=[O:8])[C:2]=1[C:20]1[CH:21]=[CH:22][C:17]([C:15]#[N:16])=[CH:18][CH:19]=1, predict the reactants needed to synthesize it. The reactants are: Br[C:2]1[C:3](=[O:8])[CH2:4][CH2:5][C:6]=1[CH3:7].C([O-])([O-])=O.[K+].[K+].[C:15]([C:17]1[CH:22]=[CH:21][C:20](B(O)O)=[CH:19][CH:18]=1)#[N:16].C1(P(C2C=CC=CC=2)C2C=CC=CC=2)C=CC=CC=1.